From a dataset of Forward reaction prediction with 1.9M reactions from USPTO patents (1976-2016). Predict the product of the given reaction. Given the reactants [C:1]([O:5][C:6]([N:8]([C@@H:22]1[CH2:26][CH2:25][N:24]([CH:27]([C:34]2[CH:39]=[CH:38][CH:37]=[CH:36][CH:35]=2)[C:28]2[CH:33]=[CH:32][CH:31]=[CH:30][CH:29]=2)[CH2:23]1)[C:9]1[N:14]=[CH:13][C:12](/[CH:15]=[CH:16]/[C:17]([O:19]CC)=[O:18])=[CH:11][CH:10]=1)=[O:7])([CH3:4])([CH3:3])[CH3:2].[OH-].[Na+], predict the reaction product. The product is: [C:1]([O:5][C:6]([N:8]([C@@H:22]1[CH2:26][CH2:25][N:24]([CH:27]([C:34]2[CH:39]=[CH:38][CH:37]=[CH:36][CH:35]=2)[C:28]2[CH:29]=[CH:30][CH:31]=[CH:32][CH:33]=2)[CH2:23]1)[C:9]1[N:14]=[CH:13][C:12](/[CH:15]=[CH:16]/[C:17]([OH:19])=[O:18])=[CH:11][CH:10]=1)=[O:7])([CH3:4])([CH3:2])[CH3:3].